This data is from Reaction yield outcomes from USPTO patents with 853,638 reactions. The task is: Predict the reaction yield, written as a fraction of the theoretical maximum amount of product (1.0 means a 100% yield; for example, 0.34 means a 34% yield). The reactants are Br[CH2:2][CH2:3][N:4]1[C:12]2[N:11]=[C:10]([O:13][C:14]3[CH:19]=[CH:18][CH:17]=[C:16]([O:20][C:21]([F:24])([F:23])[F:22])[CH:15]=3)[N:9]([CH2:25][C:26]3[CH:31]=[CH:30][C:29]([Cl:32])=[CH:28][CH:27]=3)[C:8]=2[C:7](=[O:33])[N:6]([CH3:34])[C:5]1=[O:35].Cl.[CH3:37][NH:38][CH3:39].C(=O)([O-])[O-].[K+].[K+]. The catalyst is CN(C=O)C.C(OCC)(=O)C.O. The product is [Cl:32][C:29]1[CH:30]=[CH:31][C:26]([CH2:25][N:9]2[C:8]3[C:7](=[O:33])[N:6]([CH3:34])[C:5](=[O:35])[N:4]([CH2:3][CH2:2][N:38]([CH3:39])[CH3:37])[C:12]=3[N:11]=[C:10]2[O:13][C:14]2[CH:19]=[CH:18][CH:17]=[C:16]([O:20][C:21]([F:24])([F:23])[F:22])[CH:15]=2)=[CH:27][CH:28]=1. The yield is 0.133.